This data is from NCI-60 drug combinations with 297,098 pairs across 59 cell lines. The task is: Regression. Given two drug SMILES strings and cell line genomic features, predict the synergy score measuring deviation from expected non-interaction effect. (1) Drug 1: C1CN1P(=S)(N2CC2)N3CC3. Drug 2: CCC1(C2=C(COC1=O)C(=O)N3CC4=CC5=C(C=CC(=C5CN(C)C)O)N=C4C3=C2)O.Cl. Cell line: A549. Synergy scores: CSS=56.1, Synergy_ZIP=-0.243, Synergy_Bliss=-0.705, Synergy_Loewe=2.77, Synergy_HSA=5.10. (2) Drug 2: C1=NC2=C(N=C(N=C2N1C3C(C(C(O3)CO)O)F)Cl)N. Cell line: CAKI-1. Synergy scores: CSS=21.3, Synergy_ZIP=1.92, Synergy_Bliss=4.97, Synergy_Loewe=-38.5, Synergy_HSA=-6.76. Drug 1: CCC(=C(C1=CC=CC=C1)C2=CC=C(C=C2)OCCN(C)C)C3=CC=CC=C3.C(C(=O)O)C(CC(=O)O)(C(=O)O)O. (3) Synergy scores: CSS=2.28, Synergy_ZIP=-1.24, Synergy_Bliss=0.691, Synergy_Loewe=-2.28, Synergy_HSA=-0.622. Drug 2: CCN(CC)CCNC(=O)C1=C(NC(=C1C)C=C2C3=C(C=CC(=C3)F)NC2=O)C. Cell line: TK-10. Drug 1: CC1=CC=C(C=C1)C2=CC(=NN2C3=CC=C(C=C3)S(=O)(=O)N)C(F)(F)F.